This data is from Full USPTO retrosynthesis dataset with 1.9M reactions from patents (1976-2016). The task is: Predict the reactants needed to synthesize the given product. (1) Given the product [CH2:10]([O:9][C:6]1[CH:7]=[CH:8][C:3]([N:2]([CH3:1])[C:28]([NH:27][C:24]2[CH:25]=[CH:26][C:21]([F:20])=[CH:22][CH:23]=2)=[O:29])=[C:4]([F:17])[CH:5]=1)[C:11]1[CH:12]=[CH:13][CH:14]=[CH:15][CH:16]=1, predict the reactants needed to synthesize it. The reactants are: [CH3:1][NH:2][C:3]1[CH:8]=[CH:7][C:6]([O:9][CH2:10][C:11]2[CH:16]=[CH:15][CH:14]=[CH:13][CH:12]=2)=[CH:5][C:4]=1[F:17].[H-].[Na+].[F:20][C:21]1[CH:26]=[CH:25][C:24]([N:27]=[C:28]=[O:29])=[CH:23][CH:22]=1.O. (2) Given the product [CH3:26][C:2]1([CH3:1])[C:6]2[C:7]([O:11][C:12]3[N:17]=[CH:16][C:15]([N:18]4[C:19](=[O:25])[C@@H:20]([CH:22]([CH3:23])[CH3:24])[NH:21][C:28]4=[O:30])=[CH:14][N:13]=3)=[CH:8][CH:9]=[CH:10][C:5]=2[O:4][CH2:3]1, predict the reactants needed to synthesize it. The reactants are: [CH3:1][C:2]1([CH3:26])[C:6]2[C:7]([O:11][C:12]3[N:17]=[CH:16][C:15]([NH:18][C:19](=[O:25])[C@@H:20]([CH:22]([CH3:24])[CH3:23])[NH2:21])=[CH:14][N:13]=3)=[CH:8][CH:9]=[CH:10][C:5]=2[O:4][CH2:3]1.Cl[C:28](Cl)([O:30]C(=O)OC(Cl)(Cl)Cl)Cl. (3) Given the product [N:1]1[C:5]2[CH:6]=[CH:7][CH:8]=[CH:9][C:4]=2[NH:3][C:2]=1[C:10]1[CH:17]=[CH:16][C:13]([CH:14]=[O:15])=[CH:12][CH:11]=1, predict the reactants needed to synthesize it. The reactants are: [N:1]1[C:5]2[CH:6]=[CH:7][CH:8]=[CH:9][C:4]=2[NH:3][C:2]=1[C:10]1[CH:17]=[CH:16][C:13]([CH2:14][OH:15])=[CH:12][CH:11]=1. (4) Given the product [Cl:1][C:2]1[S:6][N:5]=[C:4]([NH:7][C:9](=[O:8])[O:11][C:12]([CH3:15])([CH3:14])[CH3:13])[N:3]=1, predict the reactants needed to synthesize it. The reactants are: [Cl:1][C:2]1[S:6][N:5]=[C:4]([NH2:7])[N:3]=1.[O:8](C(OC(C)(C)C)=O)[C:9]([O:11][C:12]([CH3:15])([CH3:14])[CH3:13])=O.CN(C=O)C.[H-].[Na+].